This data is from Full USPTO retrosynthesis dataset with 1.9M reactions from patents (1976-2016). The task is: Predict the reactants needed to synthesize the given product. Given the product [CH3:15][C:6]1[C:7]([C:8]([O:10][C:11]([CH3:12])([CH3:14])[CH3:13])=[O:9])=[C:2]([O:1][S:31]([C:34]([F:37])([F:36])[F:35])(=[O:32])=[O:30])[C:3]2[N:4]([N:16]=[C:17]([C:19]([O:21][CH3:22])=[O:20])[CH:18]=2)[CH:5]=1, predict the reactants needed to synthesize it. The reactants are: [OH:1][C:2]1[C:3]2[N:4]([N:16]=[C:17]([C:19]([O:21][CH3:22])=[O:20])[CH:18]=2)[CH:5]=[C:6]([CH3:15])[C:7]=1[C:8]([O:10][C:11]([CH3:14])([CH3:13])[CH3:12])=[O:9].CCN(CC)CC.[O:30](S(C(F)(F)F)(=O)=O)[S:31]([C:34]([F:37])([F:36])[F:35])(=O)=[O:32].C(Cl)Cl.